This data is from Full USPTO retrosynthesis dataset with 1.9M reactions from patents (1976-2016). The task is: Predict the reactants needed to synthesize the given product. (1) Given the product [C@@H:34]1([N:1]2[CH:8]=[N:7][C:5]([NH2:6])=[N:4][C:2]2=[O:3])[O:46][C@H:45]([CH2:47][OH:48])[C@@H:40]([OH:41])[C@H:35]1[OH:36], predict the reactants needed to synthesize it. The reactants are: [NH:1]1[CH:8]=[N:7][C:5]([NH2:6])=[N:4][C:2]1=[O:3].C[Si](N[Si](C)(C)C)(C)C.[Si](OS(C(F)(F)F)(=O)=O)(C)(C)C.C(O[C@@H:34]1[O:46][C@H:45]([CH2:47][O:48]C(=O)C)[C@@H:40]([O:41]C(=O)C)[C@H:35]1[O:36]C(=O)C)(=O)C. (2) Given the product [CH3:1][O:2][C:3](=[O:21])[C@H:4]([CH2:13][C:14]1[CH:19]=[CH:18][C:17]([O:20][S:22]([C:25]2[CH:31]=[CH:30][C:28]([CH3:29])=[CH:27][CH:26]=2)(=[O:24])=[O:23])=[CH:16][CH:15]=1)[NH:5][C:6]([O:8][C:9]([CH3:12])([CH3:10])[CH3:11])=[O:7], predict the reactants needed to synthesize it. The reactants are: [CH3:1][O:2][C:3](=[O:21])[C@H:4]([CH2:13][C:14]1[CH:19]=[CH:18][C:17]([OH:20])=[CH:16][CH:15]=1)[NH:5][C:6]([O:8][C:9]([CH3:12])([CH3:11])[CH3:10])=[O:7].[S:22](Cl)([C:25]1[CH:31]=[CH:30][C:28]([CH3:29])=[CH:27][CH:26]=1)(=[O:24])=[O:23].C(N(CC)CC)C. (3) Given the product [CH2:15]([O:10][C:5]1[CH:6]=[CH:7][CH:8]=[CH:9][C:4]=1[N+:1]([O-:3])=[O:2])[CH:14]=[CH2:13], predict the reactants needed to synthesize it. The reactants are: [N+:1]([C:4]1[CH:9]=[CH:8][CH:7]=[CH:6][C:5]=1[OH:10])([O-:3])=[O:2].[H-].[Na+].[CH2:13](Br)[CH:14]=[CH2:15]. (4) Given the product [Br:1][C:2]1[CH:7]=[C:6]2[C:5]([N:9]=[CH:11][CH:13]=[N:8]2)=[C:4]([CH3:10])[CH:3]=1, predict the reactants needed to synthesize it. The reactants are: [Br:1][C:2]1[CH:7]=[C:6]([NH2:8])[C:5]([NH2:9])=[C:4]([CH3:10])[CH:3]=1.[CH:11]([CH:13]=O)=O.O. (5) Given the product [Cl:29][C:10]1[N:9]=[C:8]([C:3]2[CH:4]=[CH:5][CH:6]=[CH:7][C:2]=2[Cl:1])[CH:17]=[C:16]2[C:11]=1[CH:12]=[C:13]([NH:18][C:19]([CH:21]1[CH2:23][CH2:22]1)=[O:20])[N:14]=[CH:15]2, predict the reactants needed to synthesize it. The reactants are: [Cl:1][C:2]1[CH:7]=[CH:6][CH:5]=[CH:4][C:3]=1[C:8]1[N+:9]([O-])=[CH:10][C:11]2[C:16]([CH:17]=1)=[CH:15][N:14]=[C:13]([NH:18][C:19]([CH:21]1[CH2:23][CH2:22]1)=[O:20])[CH:12]=2.CS([Cl:29])(=O)=O. (6) Given the product [CH:17]1([N:14]2[CH2:15][CH2:16][N:11]([C:9]([CH:1]3[C:3]4([CH2:8][CH2:7][N:6]([CH2:23][CH2:24][N:25]5[CH2:30][CH2:29][O:28][CH2:27][CH2:26]5)[CH2:5][CH2:4]4)[CH2:2]3)=[O:10])[CH2:12][CH2:13]2)[CH2:18][CH2:19][CH2:20]1, predict the reactants needed to synthesize it. The reactants are: [CH:1]1([C:9]([N:11]2[CH2:16][CH2:15][N:14]([CH:17]3[CH2:20][CH2:19][CH2:18]3)[CH2:13][CH2:12]2)=[O:10])[C:3]2([CH2:8][CH2:7][NH:6][CH2:5][CH2:4]2)[CH2:2]1.Cl.Cl[CH2:23][CH2:24][N:25]1[CH2:30][CH2:29][O:28][CH2:27][CH2:26]1.C1COCC1. (7) The reactants are: [OH:1][C:2]1[CH:3]=[C:4]2[C:9](=[CH:10][CH:11]=1)[NH:8][C:7](=[O:12])[CH2:6][CH2:5]2.[CH:13]1([N:17]2[CH2:22][CH2:21][CH:20](O)[CH2:19][CH2:18]2)[CH2:16][CH2:15][CH2:14]1. Given the product [CH:13]1([N:17]2[CH2:22][CH2:21][CH:20]([O:1][C:2]3[CH:3]=[C:4]4[C:9](=[CH:10][CH:11]=3)[NH:8][C:7](=[O:12])[CH2:6][CH2:5]4)[CH2:19][CH2:18]2)[CH2:16][CH2:15][CH2:14]1, predict the reactants needed to synthesize it. (8) Given the product [CH2:1]([N:3]([C:4]1[CH:5]=[N:6][CH:7]=[CH:8][CH:9]=1)[C:11]1[CH:20]=[CH:19][C:18]2[C:13](=[C:14]([C:21]3[NH:29][C:28]4[CH2:27][CH2:26][NH:25][C:24](=[O:30])[C:23]=4[CH:22]=3)[CH:15]=[CH:16][CH:17]=2)[N:12]=1)[CH3:2], predict the reactants needed to synthesize it. The reactants are: [CH2:1]([NH:3][C:4]1[CH:5]=[N:6][CH:7]=[CH:8][CH:9]=1)[CH3:2].Cl[C:11]1[CH:20]=[CH:19][C:18]2[C:13](=[C:14]([C:21]3[NH:29][C:28]4[CH2:27][CH2:26][NH:25][C:24](=[O:30])[C:23]=4[CH:22]=3)[CH:15]=[CH:16][CH:17]=2)[N:12]=1.C[Si]([N-][Si](C)(C)C)(C)C.[Na+].C(O)(C(F)(F)F)=O. (9) Given the product [CH3:1][C:2]1[N:6]([CH2:21][CH:17]2[C:16](=[O:22])[C:15]3[C:14]4[CH:13]=[CH:12][CH:11]=[CH:10][C:9]=4[N:8]([CH3:7])[C:20]=3[CH2:19][CH2:18]2)[CH:5]=[CH:4][N:3]=1, predict the reactants needed to synthesize it. The reactants are: [CH3:1][C:2]1[NH:3][CH:4]=[CH:5][N:6]=1.[CH3:7][N:8]1[C:20]2[CH2:19][CH2:18][C:17](=[CH2:21])[C:16](=[O:22])[C:15]=2[C:14]2[C:9]1=[CH:10][CH:11]=[CH:12][CH:13]=2. (10) Given the product [Cl:14][C:15]1[CH:31]=[CH:30][C:18]([CH2:19][N:20]2[CH:24]=[N:23][N:22]=[C:21]2[C@H:25]2[CH2:29][CH2:28][CH2:27][N:26]2[C:2]([NH:1][C:4]2[CH:5]=[CH:6][C:7]([C:10]([F:11])([F:12])[F:13])=[CH:8][CH:9]=2)=[O:3])=[CH:17][CH:16]=1, predict the reactants needed to synthesize it. The reactants are: [N:1]([C:4]1[CH:9]=[CH:8][C:7]([C:10]([F:13])([F:12])[F:11])=[CH:6][CH:5]=1)=[C:2]=[O:3].[Cl:14][C:15]1[CH:31]=[CH:30][C:18]([CH2:19][N:20]2[CH:24]=[N:23][N:22]=[C:21]2[C@H:25]2[CH2:29][CH2:28][CH2:27][NH:26]2)=[CH:17][CH:16]=1.